Dataset: Forward reaction prediction with 1.9M reactions from USPTO patents (1976-2016). Task: Predict the product of the given reaction. (1) Given the reactants [O:1]=[S:2]1(=[O:25])[CH2:7][CH2:6][N:5]([CH2:8][C:9]2[CH:14]=[CH:13][C:12]([C:15]3[N:20]4[N:21]=[C:22]([NH2:24])[N:23]=[C:19]4[CH:18]=[CH:17][CH:16]=3)=[CH:11][CH:10]=2)[CH2:4][CH2:3]1.Br[C:27]1[CH:32]=[CH:31][C:30]([O:33][CH3:34])=[CH:29][CH:28]=1, predict the reaction product. The product is: [O:25]=[S:2]1(=[O:1])[CH2:3][CH2:4][N:5]([CH2:8][C:9]2[CH:14]=[CH:13][C:12]([C:15]3[N:20]4[N:21]=[C:22]([NH:24][C:27]5[CH:32]=[CH:31][C:30]([O:33][CH3:34])=[CH:29][CH:28]=5)[N:23]=[C:19]4[CH:18]=[CH:17][CH:16]=3)=[CH:11][CH:10]=2)[CH2:6][CH2:7]1. (2) Given the reactants Cl.[F:2][C:3]([F:34])([F:33])[C:4]1[CH:28]=[C:27]([C:29]([F:32])([F:31])[F:30])[CH:26]=[CH:25][C:5]=1[CH2:6][N:7]1[CH2:12][CH2:11][CH:10](/[CH:13]=[C:14]2/C(NCC(O)=O)=[N:16][C:17](=[O:19])[S:18]/2)[CH2:9][CH2:8]1.C(N(C(C)C)C(C)C)C.[CH3:44][NH:45][CH2:46][CH2:47][OH:48].F[P-](F)(F)(F)(F)F.C(C(=NO[C+:66](N(C)C)[N:67]1CC[O:70][CH2:69][CH2:68]1)C(OCC)=O)#N, predict the reaction product. The product is: [F:34][C:3]([F:2])([F:33])[C:4]1[CH:28]=[C:27]([C:29]([F:30])([F:31])[F:32])[CH:26]=[CH:25][C:5]=1[CH2:6][N:7]1[CH2:8][CH2:9][CH:10](/[CH:13]=[C:14]2/[C:44]([NH:45][CH2:46][C:47]([N:67]([CH2:68][CH2:69][OH:70])[CH3:66])=[O:48])=[N:16][C:17](=[O:19])[S:18]/2)[CH2:11][CH2:12]1. (3) Given the reactants [Cl:1][C:2]1[C:3]([N:9]2[C:13]([C:14]([O:16]CC)=[O:15])=[CH:12][C:11]([O:19][CH2:20][C:21]#[CH:22])=[N:10]2)=[N:4][CH:5]=[C:6]([Cl:8])[CH:7]=1.CO.O.[OH-].[Na+], predict the reaction product. The product is: [Cl:1][C:2]1[C:3]([N:9]2[C:13]([C:14]([OH:16])=[O:15])=[CH:12][C:11]([O:19][CH2:20][C:21]#[CH:22])=[N:10]2)=[N:4][CH:5]=[C:6]([Cl:8])[CH:7]=1. (4) The product is: [Cl:1][C:2]1[CH:3]=[C:4]([C:9]([N:11]2[CH2:16][CH2:15][CH2:14][CH:13]([CH3:17])[CH2:12]2)=[O:10])[CH:5]=[N:6][C:7]=1[O:25][C:22]1[CH:23]=[N:35][C:19]([CH3:24])=[CH:20][CH:21]=1. Given the reactants [Cl:1][C:2]1[CH:3]=[C:4]([C:9]([N:11]2[CH2:16][CH2:15][CH2:14][CH:13]([CH3:17])[CH2:12]2)=[O:10])[CH:5]=[N:6][C:7]=1Cl.Cl[C:19]1[CH:24]=[CH:23][C:22]([OH:25])=[CH:21][CH:20]=1.C([O-])([O-])=O.[K+].[K+].CC([N:35](C)C)=O, predict the reaction product. (5) Given the reactants [CH3:1][C:2]([N:4]([CH3:6])C)=O.[Li+].[Cl-].C([N:11]([CH2:14][CH3:15])CC)C.[CH3:16][C:17](N(C)C)=O.C(Cl)(=[O:38])CCCCCCCCCCCCCCC.[CH3:40][OH:41], predict the reaction product. The product is: [NH2:11][C@H:14]([C:40]([OH:38])=[O:41])[CH2:15][C:1]1[CH:2]=[N:4][CH:6]=[CH:17][CH:16]=1. (6) Given the reactants Br[C:2]1[CH:7]=[C:6]([C:8]2[CH:9]=[N:10][CH:11]=[CH:12][CH:13]=2)[CH:5]=[C:4]([N+:14]([O-:16])=[O:15])[C:3]=1[NH2:17].[Br-].[N:19]1[CH:24]=[CH:23][CH:22]=[CH:21][C:20]=1[Zn+], predict the reaction product. The product is: [N+:14]([C:4]1[CH:5]=[C:6]([C:8]2[CH:9]=[N:10][CH:11]=[CH:12][CH:13]=2)[CH:7]=[C:2]([C:20]2[CH:21]=[CH:22][CH:23]=[CH:24][N:19]=2)[C:3]=1[NH2:17])([O-:16])=[O:15]. (7) Given the reactants [C:1]1([C:7]2[NH:11][CH:10]=[C:9]([CH:12]=[O:13])[CH:8]=2)[CH:6]=[CH:5][CH:4]=[CH:3][CH:2]=1.[H-].[Na+].C1OCCOCCOCCOCCOC1.Cl[S:32]([C:35]1[CH:36]=[C:37]([CH:42]=[CH:43][CH:44]=1)[C:38]([O:40][CH3:41])=[O:39])(=[O:34])=[O:33], predict the reaction product. The product is: [CH:12]([C:9]1[CH:8]=[C:7]([C:1]2[CH:6]=[CH:5][CH:4]=[CH:3][CH:2]=2)[N:11]([S:32]([C:35]2[CH:36]=[C:37]([CH:42]=[CH:43][CH:44]=2)[C:38]([O:40][CH3:41])=[O:39])(=[O:34])=[O:33])[CH:10]=1)=[O:13]. (8) Given the reactants [C:1]1([S:7]([N:10]2[C:14]3=[N:15][CH:16]=[C:17]([C:19]4[CH:24]=[CH:23][C:22]([N:25]([CH3:27])[CH3:26])=[CH:21][CH:20]=4)[CH:18]=[C:13]3[C:12](B3OC(C)(C)C(C)(C)O3)=[CH:11]2)(=[O:9])=[O:8])[CH:6]=[CH:5][CH:4]=[CH:3][CH:2]=1.I[C:38]1[N:39]=[CH:40][NH:41][CH:42]=1.[Li+].[Cl-].C([O-])([O-])=O.[Na+].[Na+], predict the reaction product. The product is: [C:1]1([S:7]([N:10]2[C:14]3=[N:15][CH:16]=[C:17]([C:19]4[CH:24]=[CH:23][C:22]([N:25]([CH3:26])[CH3:27])=[CH:21][CH:20]=4)[CH:18]=[C:13]3[C:12]([C:38]3[N:39]=[CH:40][NH:41][CH:42]=3)=[CH:11]2)(=[O:8])=[O:9])[CH:6]=[CH:5][CH:4]=[CH:3][CH:2]=1.